Dataset: Reaction yield outcomes from USPTO patents with 853,638 reactions. Task: Predict the reaction yield, written as a fraction of the theoretical maximum amount of product (1.0 means a 100% yield; for example, 0.34 means a 34% yield). (1) The reactants are [CH3:1][O:2][C:3](=[O:27])[C:4]1[CH:9]=[CH:8][C:7]([C:10]([C:12]2[C:21]([OH:22])=[CH:20][C:19]3[C:18]([CH3:24])([CH3:23])[CH2:17][CH2:16][C:15]([CH3:26])([CH3:25])[C:14]=3[CH:13]=2)=[O:11])=[CH:6][CH:5]=1.C([O-])([O-])=O.[K+].[K+].[C:34]([C:38]1[CH:45]=[CH:44][C:41]([CH2:42]Br)=[CH:40][CH:39]=1)([CH3:37])([CH3:36])[CH3:35]. The catalyst is CC(C)=O. The product is [CH3:1][O:2][C:3](=[O:27])[C:4]1[CH:9]=[CH:8][C:7]([C:10]([C:12]2[C:21]([O:22][CH2:42][C:41]3[CH:44]=[CH:45][C:38]([C:34]([CH3:37])([CH3:36])[CH3:35])=[CH:39][CH:40]=3)=[CH:20][C:19]3[C:18]([CH3:23])([CH3:24])[CH2:17][CH2:16][C:15]([CH3:26])([CH3:25])[C:14]=3[CH:13]=2)=[O:11])=[CH:6][CH:5]=1. The yield is 0.950. (2) The reactants are [NH2:1][C:2]1[C:3](=[N:17][NH:18][C:19]2[CH:24]=[CH:23][CH:22]=[C:21]([F:25])[CH:20]=2)[C:4]([CH2:7][NH:8][C:9](=[O:16])[C:10]2C=CC=NC=2)=[N:5][N:6]=1.NCC1C(=NNC2C=CC=C(F)C=2)C(N)=NN=1.Cl.C(Cl)(=O)C1C=CC=NC=1.[C:53]([O:56]CC)(=[O:55])[CH3:54]. No catalyst specified. The product is [NH2:1][C:2]1[C:3](=[N:17][NH:18][C:19]2[CH:24]=[CH:23][CH:22]=[C:21]([F:25])[CH:20]=2)[C:4]([CH2:7][NH:8][C:9]([CH:10]=[CH:54][C:53]([OH:56])=[O:55])=[O:16])=[N:5][N:6]=1. The yield is 0.410. (3) The reactants are [C:1]1([C:7]2[N:8]=[C:9]([C:12]3([CH2:18][NH2:19])[CH2:17][CH2:16][O:15][CH2:14][CH2:13]3)[S:10][CH:11]=2)[CH:6]=[CH:5][CH:4]=[CH:3][CH:2]=1.[C:20]([C:22]1[CH:23]=[C:24]([CH:28]=[CH:29][CH:30]=1)[C:25](O)=[O:26])#[N:21]. No catalyst specified. The product is [C:20]([C:22]1[CH:23]=[C:24]([CH:28]=[CH:29][CH:30]=1)[C:25]([NH:19][CH2:18][C:12]1([C:9]2[S:10][CH:11]=[C:7]([C:1]3[CH:2]=[CH:3][CH:4]=[CH:5][CH:6]=3)[N:8]=2)[CH2:13][CH2:14][O:15][CH2:16][CH2:17]1)=[O:26])#[N:21]. The yield is 0.890. (4) The reactants are I[C:2]1[N:3]=[C:4]([NH2:20])[C:5]2[N:6]=[CH:7][N:8]([C:18]=2[N:19]=1)[C@@H:9]1[O:17][C@H:14]([CH2:15][OH:16])[C@@H:12]([OH:13])[C@H:10]1[OH:11].C(N(CC)CC)C.[C:28]([CH2:30][CH2:31][CH2:32][CH2:33][CH2:34][C:35]#[CH:36])#[N:29]. The catalyst is CN(C)C=O.Cl[Pd](Cl)([P](C1C=CC=CC=1)(C1C=CC=CC=1)C1C=CC=CC=1)[P](C1C=CC=CC=1)(C1C=CC=CC=1)C1C=CC=CC=1. The product is [C:28]([CH2:30][CH2:31][CH2:32][CH2:33][CH2:34][C:35]#[C:36][C:2]1[N:3]=[C:4]([NH2:20])[C:5]2[N:6]=[CH:7][N:8]([C:18]=2[N:19]=1)[C@@H:9]1[O:17][C@H:14]([CH2:15][OH:16])[C@@H:12]([OH:13])[C@H:10]1[OH:11])#[N:29]. The yield is 0.390. (5) The reactants are CN(C)CC[CH2:5][O:6][C:7]1[CH:12]=[CH:11][C:10]([C:13]2[CH:14]=[C:15]3[C:25]4[C:20](=[CH:21][N:22]=[C:23]([C:26]5[CH:27]=[N:28][CH:29]=[CH:30][CH:31]=5)[CH:24]=4)[NH:19][C:16]3=[N:17][CH:18]=2)=[CH:9][CH:8]=1.CC1(C)C(C)(C)OB(C2C=CC(OC[CH2:47][N:48]3[CH2:53][CH2:52][O:51][CH2:50][CH2:49]3)=CC=2)O1.BrC1C=C2C3C(=CN=C(C4C=NC=CC=4)C=3)NC2=NC=1. No catalyst specified. The product is [N:48]1([CH2:47][CH2:5][O:6][C:7]2[CH:12]=[CH:11][C:10]([C:13]3[CH:14]=[C:15]4[C:25]5[C:20](=[CH:21][N:22]=[C:23]([C:26]6[CH:27]=[N:28][CH:29]=[CH:30][CH:31]=6)[CH:24]=5)[NH:19][C:16]4=[N:17][CH:18]=3)=[CH:9][CH:8]=2)[CH2:53][CH2:52][O:51][CH2:50][CH2:49]1. The yield is 0.130.